Dataset: Serine/threonine kinase 33 screen with 319,792 compounds. Task: Binary Classification. Given a drug SMILES string, predict its activity (active/inactive) in a high-throughput screening assay against a specified biological target. (1) The drug is Clc1c(CN2C(CC(=O)N(CCO)CC)C(=O)NCC2)c(F)ccc1. The result is 0 (inactive). (2) The compound is BrC1=C2C(C(=O)C(O)(C1=O)C)=COC(=C2)c1ccc(OC)cc1. The result is 1 (active). (3) The compound is Fc1c(C(=O)NCC(=O)N\N=C\c2cccnc2)cccc1. The result is 0 (inactive). (4) The molecule is S(CC(=O)Nc1cc(ccc1)C)CC(=O)Nc1sccc1C#N. The result is 0 (inactive). (5) The drug is O=C(NC12CC3CC(C1)CC(C2)C3)c1cc([N+]([O-])=O)ccc1. The result is 0 (inactive). (6) The compound is S(=O)(=O)(N1CCCCC1)c1cc(NC(=O)NC(=O)c2ccccc2)ccc1. The result is 0 (inactive). (7) The molecule is Oc1c(N\N=C(\C(=O)C)C(=O)N)cc(cc1)C. The result is 0 (inactive). (8) The molecule is S(=O)(=O)(Nc1ccc(c2cc(c[nH]c2=O)/C=C2/SC(=NC2=O)N)cc1)C. The result is 1 (active). (9) The result is 0 (inactive). The compound is S(=O)(=O)(Nc1ccc(c2nc(sc2)c2ccccc2)cc1)c1ccccc1. (10) The drug is O=c1c2c(n(c3c1cccc3)CC)cccc2. The result is 1 (active).